From a dataset of Full USPTO retrosynthesis dataset with 1.9M reactions from patents (1976-2016). Predict the reactants needed to synthesize the given product. Given the product [Cl:16][C:10]1[CH:9]=[C:8]([C:4]2[CH:3]=[C:2]([NH:1][S:24]([C:21]3[CH:22]=[CH:23][C:18]([CH3:17])=[CH:19][CH:20]=3)(=[O:26])=[O:25])[CH:7]=[N:6][CH:5]=2)[CH:15]=[CH:14][C:11]=1[C:12]#[N:13], predict the reactants needed to synthesize it. The reactants are: [NH2:1][C:2]1[CH:3]=[C:4]([C:8]2[CH:15]=[CH:14][C:11]([C:12]#[N:13])=[C:10]([Cl:16])[CH:9]=2)[CH:5]=[N:6][CH:7]=1.[CH3:17][C:18]1[CH:23]=[CH:22][C:21]([S:24](Cl)(=[O:26])=[O:25])=[CH:20][CH:19]=1.